This data is from Full USPTO retrosynthesis dataset with 1.9M reactions from patents (1976-2016). The task is: Predict the reactants needed to synthesize the given product. (1) Given the product [CH3:16][C:14]1[CH:15]=[C:10]([N+:7]([O-:9])=[O:8])[CH:11]=[CH:12][C:13]=1[N:1]1[CH2:6][CH2:5][S:4][CH2:3][CH2:2]1, predict the reactants needed to synthesize it. The reactants are: [NH:1]1[CH2:6][CH2:5][S:4][CH2:3][CH2:2]1.[N+:7]([C:10]1[CH:11]=[CH:12][C:13](F)=[C:14]([CH3:16])[CH:15]=1)([O-:9])=[O:8].C(N(CC)C(C)C)(C)C. (2) Given the product [OH:14][C:13]1[N:12]([C:15]2[CH:23]=[C:22]([CH3:24])[C:18]([C:19]([N:29]3[CH2:30][CH2:31][N:26]([CH3:25])[CH2:27][CH2:28]3)=[O:20])=[CH:17][N:16]=2)[N:11]=[CH:10][C:9]=1[C:6]1[CH:7]=[CH:8][C:3]([C:1]#[N:2])=[CH:4][CH:5]=1, predict the reactants needed to synthesize it. The reactants are: [C:1]([C:3]1[CH:8]=[CH:7][C:6]([C:9]2[CH:10]=[N:11][N:12]([C:15]3[CH:23]=[C:22]([CH3:24])[C:18]([C:19](O)=[O:20])=[CH:17][N:16]=3)[C:13]=2[OH:14])=[CH:5][CH:4]=1)#[N:2].[CH3:25][N:26]1[CH2:31][CH2:30][NH:29][CH2:28][CH2:27]1.